Predict the reaction yield, written as a fraction of the theoretical maximum amount of product (1.0 means a 100% yield; for example, 0.34 means a 34% yield). From a dataset of Reaction yield outcomes from USPTO patents with 853,638 reactions. (1) The reactants are [CH3:1][O:2][C:3](=[O:26])[CH2:4][C:5]1[C:14]([CH3:15])=[C:13]([C:16]2[CH:21]=[CH:20][C:19]([N+:22]([O-])=O)=[CH:18][CH:17]=2)[C:12]2[C:7](=[CH:8][CH:9]=[C:10]([Cl:25])[CH:11]=2)[CH:6]=1.C1COCC1.[Cl-].[NH4+].O. The catalyst is CO.[Zn]. The product is [CH3:1][O:2][C:3](=[O:26])[CH2:4][C:5]1[C:14]([CH3:15])=[C:13]([C:16]2[CH:21]=[CH:20][C:19]([NH2:22])=[CH:18][CH:17]=2)[C:12]2[C:7](=[CH:8][CH:9]=[C:10]([Cl:25])[CH:11]=2)[CH:6]=1. The yield is 0.979. (2) The reactants are B(Br)(Br)[Br:2].[NH2:5][CH2:6][CH2:7][C:8]1[CH:9]=[CH:10][C:11]([O:18]C)=[C:12]([S:14]([NH2:17])(=[O:16])=[O:15])[CH:13]=1.CO. The catalyst is ClCCl. The product is [BrH:2].[NH2:5][CH2:6][CH2:7][C:8]1[CH:9]=[CH:10][C:11]([OH:18])=[C:12]([S:14]([NH2:17])(=[O:16])=[O:15])[CH:13]=1. The yield is 0.400. (3) The reactants are [Cl:1][C:2]1[CH:10]=[CH:9][CH:8]=[C:7]2[C:3]=1[C:4]([C:11]([NH:13][CH2:14][CH:15]1[CH2:20][CH2:19][C:18]([F:22])([F:21])[CH2:17][CH2:16]1)=[O:12])=[CH:5][NH:6]2.O[CH2:24][CH2:25][NH:26][C:27](=[O:33])[O:28][C:29]([CH3:32])([CH3:31])[CH3:30].C(C=P(CCCC)(CCCC)CCCC)#N. The catalyst is C1(C)C=CC=CC=1. The product is [Cl:1][C:2]1[CH:10]=[CH:9][CH:8]=[C:7]2[C:3]=1[C:4]([C:11](=[O:12])[NH:13][CH2:14][CH:15]1[CH2:20][CH2:19][C:18]([F:21])([F:22])[CH2:17][CH2:16]1)=[CH:5][N:6]2[CH2:24][CH2:25][NH:26][C:27](=[O:33])[O:28][C:29]([CH3:32])([CH3:31])[CH3:30]. The yield is 0.800. (4) The reactants are [C:1]([OH:9])(=[O:8])[C:2]([CH2:4][C:5]([OH:7])=[O:6])=[CH2:3].[CH2:10](O)[CH:11]=[CH2:12].CS(O)(=O)=O.[CH2:19]1[CH2:24]CCC[CH2:20]1. No catalyst specified. The product is [C:1]([O:9][CH2:24][CH:19]=[CH2:20])(=[O:8])[C:2]([CH2:4][C:5]([O:7][CH2:10][CH:11]=[CH2:12])=[O:6])=[CH2:3]. The yield is 0.955. (5) The reactants are [NH2:1][C:2]1[CH:3]=[C:4]([C:9]2[CH:10]=[CH:11][C:12]3[O:18][CH2:17][CH2:16][N:15]([C:19]([O:21][C:22]([CH3:25])([CH3:24])[CH3:23])=[O:20])[CH2:14][C:13]=3[CH:26]=2)[CH:5]=[N:6][C:7]=1[NH2:8].[CH3:27][O:28][C:29]([NH:31][C:32](=NC(OC)=O)SC)=[O:30]. The catalyst is C(O)(=O)C. The product is [CH3:27][O:28][C:29]([NH:31][C:32]1[NH:1][C:2]2[C:7]([N:8]=1)=[N:6][CH:5]=[C:4]([C:9]1[CH:10]=[CH:11][C:12]3[O:18][CH2:17][CH2:16][N:15]([C:19]([O:21][C:22]([CH3:23])([CH3:25])[CH3:24])=[O:20])[CH2:14][C:13]=3[CH:26]=1)[CH:3]=2)=[O:30]. The yield is 0.830. (6) The reactants are [NH2:1][C:2]1[CH:7]=[CH:6][C:5]([CH:8]2[CH2:13][C:12](=[O:14])[N:11]([CH3:15])[C:10](=[O:16])[CH2:9]2)=[CH:4][C:3]=1[C:17]1[CH2:22][CH2:21][CH2:20][CH2:19][CH:18]=1.C1CN([P+](Br)(N2CCCC2)N2CCCC2)CC1.F[P-](F)(F)(F)(F)F.[K+].[C:48]([C:50]1[N:51]=[C:52]([C:63]([O-])=[O:64])[N:53]([CH2:55][O:56][CH2:57][CH2:58][Si:59]([CH3:62])([CH3:61])[CH3:60])[CH:54]=1)#[N:49].CCN(C(C)C)C(C)C. The catalyst is C(Cl)Cl. The product is [C:17]1([C:3]2[CH:4]=[C:5]([CH:8]3[CH2:9][C:10](=[O:16])[N:11]([CH3:15])[C:12](=[O:14])[CH2:13]3)[CH:6]=[CH:7][C:2]=2[NH:1][C:63]([C:52]2[N:53]([CH2:55][O:56][CH2:57][CH2:58][Si:59]([CH3:62])([CH3:61])[CH3:60])[CH:54]=[C:50]([C:48]#[N:49])[N:51]=2)=[O:64])[CH2:22][CH2:21][CH2:20][CH2:19][CH:18]=1. The yield is 0.270. (7) The reactants are [NH2:1][C:2]1[S:3][C:4]([C:9]([CH3:12])([CH3:11])[CH3:10])=[CH:5][C:6]=1[C:7]#[N:8].[H-].[Na+].F[C:16]1[CH:21]=[CH:20][CH:19]=[CH:18][C:17]=1[N+:22]([O-:24])=[O:23].Cl. The catalyst is C1COCC1. The product is [C:9]([C:4]1[S:3][C:2]([NH:1][C:16]2[CH:21]=[CH:20][CH:19]=[CH:18][C:17]=2[N+:22]([O-:24])=[O:23])=[C:6]([C:7]#[N:8])[CH:5]=1)([CH3:12])([CH3:11])[CH3:10]. The yield is 0.750. (8) The reactants are [CH2:1]([O:4][C:5]1[N:10]=[N:9][C:8]([NH2:11])=[CH:7][CH:6]=1)[CH2:2][CH3:3].Br[CH2:13][C:14]([C:16]1[CH:21]=[CH:20][C:19]([O:22][CH2:23][CH2:24][O:25][CH3:26])=[CH:18][CH:17]=1)=O.C(=O)(O)[O-].[Na+]. The catalyst is C(O)C. The product is [CH3:26][O:25][CH2:24][CH2:23][O:22][C:19]1[CH:18]=[CH:17][C:16]([C:14]2[N:11]=[C:8]3[CH:7]=[CH:6][C:5]([O:4][CH2:1][CH2:2][CH3:3])=[N:10][N:9]3[CH:13]=2)=[CH:21][CH:20]=1. The yield is 0.410.